From a dataset of Blood-brain barrier permeability classification from the B3DB database. Regression/Classification. Given a drug SMILES string, predict its absorption, distribution, metabolism, or excretion properties. Task type varies by dataset: regression for continuous measurements (e.g., permeability, clearance, half-life) or binary classification for categorical outcomes (e.g., BBB penetration, CYP inhibition). Dataset: b3db_classification. The molecule is CN1c2ccccc2C(NCCCCCCC(=O)O)c2ccc(Cl)cc2S1(=O)=O. The result is 1 (penetrates BBB).